This data is from Full USPTO retrosynthesis dataset with 1.9M reactions from patents (1976-2016). The task is: Predict the reactants needed to synthesize the given product. (1) Given the product [NH2:1][C:2]1[NH:7][C:6](=[O:8])[N:5]([CH2:19][C:20]2[CH:25]=[CH:24][CH:23]=[CH:22][CH:21]=2)[C:4](=[O:9])[CH:3]=1, predict the reactants needed to synthesize it. The reactants are: [NH2:1][C:2]1[NH:7][C:6](=[O:8])[NH:5][C:4](=[O:9])[CH:3]=1.C[Si](C)(C)N[Si](C)(C)C.[CH2:19](Br)[C:20]1[CH:25]=[CH:24][CH:23]=[CH:22][CH:21]=1.II.C(=O)([O-])[O-].[Na+].[Na+]. (2) The reactants are: Cl.[NH:2]([C:4]1[CH:12]=[CH:11][CH:10]=[CH:9][C:5]=1[C:6]([OH:8])=O)[NH2:3].[CH2:13]([O:15][CH:16]=[C:17]([C:20]#N)[C:18]#[N:19])C.[O-:22]CC.[Na+].O. Given the product [CH3:13][O:15][C:16]([C:17]1[CH:20]=[N:3][N:2]2[C:4]3[C:5](=[CH:9][CH:10]=[CH:11][CH:12]=3)[C:6](=[O:8])[NH:19][C:18]=12)=[O:22], predict the reactants needed to synthesize it. (3) Given the product [I:18][C:8]1[C:7]([C:2](=[O:1])[C:3]([O:5][CH3:6])=[O:4])=[C:12]([CH3:13])[N:11]=[C:10]2[N:14]([CH3:17])[CH:15]=[CH:16][C:9]=12, predict the reactants needed to synthesize it. The reactants are: [OH:1][CH:2]([C:7]1[C:8]([I:18])=[C:9]2[CH:16]=[CH:15][N:14]([CH3:17])[C:10]2=[N:11][C:12]=1[CH3:13])[C:3]([O:5][CH3:6])=[O:4].CC(OI1(OC(C)=O)(OC(C)=O)OC(=O)C2C=CC=CC1=2)=O.[O-]S([O-])(=S)=O.[Na+].[Na+].C(OCC)(=O)C. (4) Given the product [N:10]1[CH:11]=[CH:12][CH:13]=[C:8]([O:7][CH:4]2[CH2:3][CH2:2][N:1]([C:23]([CH:20]3[CH2:22][CH2:21]3)=[O:24])[CH2:6][CH2:5]2)[C:9]=1[C:14]1[CH:19]=[CH:18][N:17]=[CH:16][CH:15]=1, predict the reactants needed to synthesize it. The reactants are: [NH:1]1[CH2:6][CH2:5][CH:4]([O:7][C:8]2[C:9]([C:14]3[CH:19]=[CH:18][N:17]=[CH:16][CH:15]=3)=[N:10][CH:11]=[CH:12][CH:13]=2)[CH2:3][CH2:2]1.[CH:20]1([C:23](O)=[O:24])[CH2:22][CH2:21]1.CCN=C=NCCCN(C)C.Cl.CN(C=O)C. (5) Given the product [NH2:15][C:16]1[CH:24]=[C:23]([S:25]([CH3:28])(=[O:27])=[O:26])[CH:22]=[CH:21][C:17]=1[C:18]([NH:6][C:5]1[CH:7]=[CH:8][C:2]([Cl:1])=[C:3]([C:9]2[CH:14]=[CH:13][CH:12]=[CH:11][N:10]=2)[CH:4]=1)=[O:19], predict the reactants needed to synthesize it. The reactants are: [Cl:1][C:2]1[CH:8]=[CH:7][C:5]([NH2:6])=[CH:4][C:3]=1[C:9]1[CH:14]=[CH:13][CH:12]=[CH:11][N:10]=1.[NH2:15][C:16]1[CH:24]=[C:23]([S:25]([CH3:28])(=[O:27])=[O:26])[CH:22]=[CH:21][C:17]=1[C:18](O)=[O:19]. (6) The reactants are: F[B-](F)(F)F.[CH3:6][O+](C)C.[Br:10][C:11]1[CH:12]=[C:13]([N+:20]([O-:22])=[O:21])[CH:14]=[C:15]2[C:19]=1[NH:18][N:17]=[CH:16]2. Given the product [Br:10][C:11]1[C:19]2[C:15](=[CH:16][N:17]([CH3:6])[N:18]=2)[CH:14]=[C:13]([N+:20]([O-:22])=[O:21])[CH:12]=1, predict the reactants needed to synthesize it.